This data is from Forward reaction prediction with 1.9M reactions from USPTO patents (1976-2016). The task is: Predict the product of the given reaction. (1) The product is: [CH3:1][C:2]1[N:3]([CH2:29][C:30]([O:32][CH2:33][CH3:34])=[O:31])[C:4]2[CH2:5][C:6]([CH3:28])([CH3:27])[CH2:7][CH2:8][C:9]=2[C:10]=1[S:11][C:12]1[CH:13]=[CH:14][C:15]([S:18]([N:21]2[CH2:22][CH2:23][CH2:24][CH2:25]2)(=[O:20])=[O:19])=[CH:16][CH:17]=1. Given the reactants [CH3:1][C:2]1[N:3]([CH2:29][C:30]([O:32][CH2:33][CH3:34])=[O:31])[C:4]2[CH2:5][C:6]([CH3:28])([CH3:27])[CH2:7][C:8](=O)[C:9]=2[C:10]=1[S:11][C:12]1[CH:17]=[CH:16][C:15]([S:18]([N:21]2[CH2:25][CH2:24][CH2:23][CH2:22]2)(=[O:20])=[O:19])=[CH:14][CH:13]=1.B.C1COCC1.C(O)C.C(OCC)(=O)C, predict the reaction product. (2) The product is: [CH2:17]([N:19]([CH2:23][CH3:24])[CH2:20][CH2:21][NH:22][C:12]([C:10]1[CH:11]=[C:2]([I:1])[CH:3]=[C:4]2[C:9]=1[NH:8][CH:7]=[CH:6][C:5]2=[O:16])=[O:14])[CH3:18]. Given the reactants [I:1][C:2]1[CH:3]=[C:4]2[C:9](=[C:10]([C:12]([O:14]C)=O)[CH:11]=1)[NH:8][CH:7]=[CH:6][C:5]2=[O:16].[CH2:17]([N:19]([CH2:23][CH3:24])[CH2:20][CH2:21][NH2:22])[CH3:18].C(N(CCNC(C1C=NC2C(=CC=C(I)C=2)N=1)=O)CCOC1C(F)=NC=CC=1)C, predict the reaction product. (3) Given the reactants [Cl:1][C:2]1[CH:7]=[CH:6][C:5]([C:8]2[CH:13]=[CH:12][C:11]([C:14](=[O:21])[CH2:15][CH2:16][C:17]([O:19]C)=[O:18])=[CH:10][CH:9]=2)=[C:4]([F:22])[CH:3]=1, predict the reaction product. The product is: [Cl:1][C:2]1[CH:7]=[CH:6][C:5]([C:8]2[CH:9]=[CH:10][C:11]([C:14](=[O:21])[CH2:15][CH2:16][C:17]([OH:19])=[O:18])=[CH:12][CH:13]=2)=[C:4]([F:22])[CH:3]=1. (4) Given the reactants C(OC([N:8]1[CH2:13][CH2:12][N:11]([C:14]2[CH:15]=[N:16][C:17]([S:20]([CH3:23])(=[O:22])=[O:21])=[CH:18][CH:19]=2)[CH2:10][CH2:9]1)=O)(C)(C)C.C(O)(C(F)(F)F)=O, predict the reaction product. The product is: [CH3:23][S:20]([C:17]1[N:16]=[CH:15][C:14]([N:11]2[CH2:12][CH2:13][NH:8][CH2:9][CH2:10]2)=[CH:19][CH:18]=1)(=[O:22])=[O:21]. (5) The product is: [F:1][C:2]1[CH:7]=[CH:6][C:5]([CH:8]2[CH2:12][CH2:11][N:10]([CH2:21][C:22]3[O:26][N:25]=[C:24]([C:27]4[CH:28]=[CH:29][C:30]([C:33]([F:36])([F:34])[F:35])=[CH:31][CH:32]=4)[N:23]=3)[C:9]2=[O:13])=[CH:4][CH:3]=1. Given the reactants [F:1][C:2]1[CH:7]=[CH:6][C:5]([CH:8]2[CH2:12][CH2:11][NH:10][C:9]2=[O:13])=[CH:4][CH:3]=1.CC(C)([O-])C.[K+].Cl[CH2:21][C:22]1[O:26][N:25]=[C:24]([C:27]2[CH:32]=[CH:31][C:30]([C:33]([F:36])([F:35])[F:34])=[CH:29][CH:28]=2)[N:23]=1, predict the reaction product. (6) Given the reactants [CH:1]1[C:14]2[C:5](=[N:6][CH:7]=[C:8]3[C:13]=2[CH:12]=[CH:11][CH:10]=[CH:9]3)[CH:4]=[CH:3][CH:2]=1.[F:15][C:16]1[CH:17]=[C:18]([CH:22]=[CH:23][CH:24]=1)[C:19](Cl)=[O:20].[CH:25]1([Mg]Br)[CH2:27][CH2:26]1, predict the reaction product. The product is: [CH:25]1([CH:7]2[C:8]3[C:13](=[CH:12][CH:11]=[CH:10][CH:9]=3)[C:14]3[CH:1]=[CH:2][CH:3]=[CH:4][C:5]=3[N:6]2[C:19]([C:18]2[CH:22]=[CH:23][CH:24]=[C:16]([F:15])[CH:17]=2)=[O:20])[CH2:27][CH2:26]1. (7) Given the reactants [F:1][C:2]1[N:7]=[CH:6][C:5]([NH:8][CH3:9])=[CH:4][CH:3]=1.C([Mg]Cl)(C)C.[CH:15]([C:18]1[NH:22][N:21]=[C:20]([NH:23][C:24]2[C:25]3[CH2:41][CH2:40][CH2:39][C:26]=3[N:27]=[C:28]([N:30]3[CH2:34][CH2:33][CH2:32][C@@H:31]3[C:35](OC)=[O:36])[N:29]=2)[CH:19]=1)([CH3:17])[CH3:16], predict the reaction product. The product is: [F:1][C:2]1[N:7]=[CH:6][C:5]([N:8]([CH3:9])[C:35]([C@H:31]2[CH2:32][CH2:33][CH2:34][N:30]2[C:28]2[N:29]=[C:24]([NH:23][C:20]3[CH:19]=[C:18]([CH:15]([CH3:17])[CH3:16])[NH:22][N:21]=3)[C:25]3[CH2:41][CH2:40][CH2:39][C:26]=3[N:27]=2)=[O:36])=[CH:4][CH:3]=1.